From a dataset of Catalyst prediction with 721,799 reactions and 888 catalyst types from USPTO. Predict which catalyst facilitates the given reaction. (1) Reactant: [NH:1]1[CH2:5][CH2:4][CH2:3][CH2:2]1.[Cl:6][CH2:7][CH2:8]CO. Product: [ClH:6].[Cl:6][CH2:7][CH2:8][N:1]1[CH2:5][CH2:4][CH2:3][CH2:2]1. The catalyst class is: 11. (2) Reactant: Br[C:2]1[CH:8]=[CH:7][C:5]([NH2:6])=[CH:4][C:3]=1[CH3:9].[CH3:10][C:11]1([CH3:18])[C:15]([CH3:17])([CH3:16])[O:14][BH:13][O:12]1. Product: [CH3:9][C:3]1[CH:4]=[C:5]([NH2:6])[CH:7]=[CH:8][C:2]=1[B:13]1[O:14][C:15]([CH3:17])([CH3:16])[C:11]([CH3:18])([CH3:10])[O:12]1. The catalyst class is: 235. (3) Reactant: [N:1]1[CH:6]=[CH:5][CH:4]=[CH:3][C:2]=1[C:7]1[N:11]2[CH2:12][CH2:13][N:14](C(OC(C)(C)C)=O)[CH2:15][C:10]2=[N:9][N:8]=1.C(O)(C(F)(F)F)=O. Product: [N:1]1[CH:6]=[CH:5][CH:4]=[CH:3][C:2]=1[C:7]1[N:11]2[CH2:12][CH2:13][NH:14][CH2:15][C:10]2=[N:9][N:8]=1. The catalyst class is: 4. (4) Reactant: [OH-].[Na+].[CH:3]1([C:9]2[C:17]3[C:12](=[CH:13][C:14]([C:18]([O:20]C)=[O:19])=[CH:15][CH:16]=3)[N:11]([CH3:22])[C:10]=2[C:23]2[CH:28]=[CH:27][CH:26]=[CH:25][C:24]=2[O:29][CH2:30][C:31]([N:33]([CH3:45])[CH2:34][CH2:35][O:36][CH2:37][CH2:38][N:39]([CH3:44])[S:40](=[O:43])(=[O:42])[NH2:41])=[O:32])[CH2:8][CH2:7][CH2:6][CH2:5][CH2:4]1. Product: [CH:3]1([C:9]2[C:17]3[C:12](=[CH:13][C:14]([C:18]([OH:20])=[O:19])=[CH:15][CH:16]=3)[N:11]([CH3:22])[C:10]=2[C:23]2[CH:28]=[CH:27][CH:26]=[CH:25][C:24]=2[O:29][CH2:30][C:31]([N:33]([CH3:45])[CH2:34][CH2:35][O:36][CH2:37][CH2:38][N:39]([CH3:44])[S:40](=[O:42])(=[O:43])[NH2:41])=[O:32])[CH2:4][CH2:5][CH2:6][CH2:7][CH2:8]1. The catalyst class is: 799. (5) Reactant: [CH3:1][C:2]1[N:19]([S:20]([C:23]2[CH:29]=[CH:28][C:26]([CH3:27])=[CH:25][CH:24]=2)(=[O:22])=[O:21])[C:5]2=[N:6][CH:7]=[C:8]([NH:10][NH:11]C(OC(C)(C)C)=O)[N:9]=[C:4]2[CH:3]=1.Cl. Product: [NH:10]([C:8]1[N:9]=[C:4]2[CH:3]=[C:2]([CH3:1])[N:19]([S:20]([C:23]3[CH:29]=[CH:28][C:26]([CH3:27])=[CH:25][CH:24]=3)(=[O:21])=[O:22])[C:5]2=[N:6][CH:7]=1)[NH2:11]. The catalyst class is: 12. (6) Product: [CH3:1][O:2][C:3]1[CH:8]=[CH:7][C:6]([NH2:9])=[C:5]([CH3:12])[CH:4]=1. Reactant: [CH3:1][O:2][C:3]1[CH:8]=[CH:7][C:6]([N+:9]([O-])=O)=[C:5]([CH3:12])[CH:4]=1. The catalyst class is: 19.